Predict the reaction yield, written as a fraction of the theoretical maximum amount of product (1.0 means a 100% yield; for example, 0.34 means a 34% yield). From a dataset of Reaction yield outcomes from USPTO patents with 853,638 reactions. The reactants are ON1C2C=CC=CC=2N=N1.Cl.CN(C)CCCN=C=NCC.[CH:23]1([NH2:27])[CH2:26][CH2:25][CH2:24]1.[OH:28][CH2:29][C:30]1[CH:38]=[CH:37][C:33]([C:34](O)=[O:35])=[CH:32][CH:31]=1. The catalyst is C(Cl)(Cl)Cl.C1COCC1. The product is [CH:23]1([NH:27][C:29](=[O:28])[C:30]2[CH:38]=[CH:37][C:33]([CH2:34][OH:35])=[CH:32][CH:31]=2)[CH2:26][CH2:25][CH2:24]1. The yield is 0.670.